This data is from Forward reaction prediction with 1.9M reactions from USPTO patents (1976-2016). The task is: Predict the product of the given reaction. (1) Given the reactants [CH3:1][O:2][C:3]1[CH:13]=[CH:12][C:6]2[NH:7][C:8]([CH2:10]O)=[N:9][C:5]=2[CH:4]=1.S(Cl)([Cl:16])=O, predict the reaction product. The product is: [Cl:16][CH2:10][C:8]1[NH:7][C:6]2[CH:12]=[CH:13][C:3]([O:2][CH3:1])=[CH:4][C:5]=2[N:9]=1. (2) Given the reactants [CH3:1][C:2]1[C:11]2[C:6](=[CH:7][CH:8]=[CH:9][CH:10]=2)[C:5]([CH3:12])=[CH:4][CH:3]=1.BrN1[C:18](=O)[CH2:17][CH2:16][C:15]1=O.[C:31](OO[C:31](=O)[C:32]1[CH:37]=[CH:36][CH:35]=[CH:34][CH:33]=1)(=O)[C:32]1[CH:37]=[CH:36][CH:35]=[CH:34][CH:33]=1.O.[C:40](Cl)(Cl)(Cl)Cl, predict the reaction product. The product is: [CH2:1]1[C:2]2[C:11]3[C:6]([C:5](=[CH:4][CH:3]=2)[CH2:12][CH2:40][C:31]2[C:32]4[C:33]([C:16](=[CH:17][CH:18]=2)[CH2:15]1)=[CH:34][CH:35]=[CH:36][CH:37]=4)=[CH:7][CH:8]=[CH:9][CH:10]=3.